From a dataset of Full USPTO retrosynthesis dataset with 1.9M reactions from patents (1976-2016). Predict the reactants needed to synthesize the given product. (1) Given the product [Cl:14][C:11]1[CH:10]=[CH:9][C:8]([CH:6]([CH3:7])[C:5]([OH:15])=[O:4])=[CH:13][CH:12]=1, predict the reactants needed to synthesize it. The reactants are: [OH-].[Li+].C[O:4][C:5](=[O:15])[CH:6]([C:8]1[CH:13]=[CH:12][C:11]([Cl:14])=[CH:10][CH:9]=1)[CH3:7]. (2) Given the product [CH:27]1([C:25]([N:22]2[CH2:23][CH2:24][C:19]([CH2:18][N:15]3[C:16](=[O:17])[C:11]4[CH:10]=[N:9][N:8]([C:5]5[CH:6]=[CH:7][C:2]([B:34]6[O:35][C:36]([CH3:38])([CH3:37])[C:32]([CH3:48])([CH3:31])[O:33]6)=[CH:3][CH:4]=5)[C:12]=4[N:13]=[CH:14]3)([OH:30])[CH2:20][CH2:21]2)=[O:26])[CH2:29][CH2:28]1, predict the reactants needed to synthesize it. The reactants are: Br[C:2]1[CH:7]=[CH:6][C:5]([N:8]2[C:12]3[N:13]=[CH:14][N:15]([CH2:18][C:19]4([OH:30])[CH2:24][CH2:23][N:22]([C:25]([CH:27]5[CH2:29][CH2:28]5)=[O:26])[CH2:21][CH2:20]4)[C:16](=[O:17])[C:11]=3[CH:10]=[N:9]2)=[CH:4][CH:3]=1.[CH3:31][C:32]1([CH3:48])[C:36]([CH3:38])([CH3:37])[O:35][B:34]([B:34]2[O:35][C:36]([CH3:38])([CH3:37])[C:32]([CH3:48])([CH3:31])[O:33]2)[O:33]1.C([O-])(=O)C.[K+].CN(C)C=O. (3) Given the product [Br:1][C:2]1[CH:3]=[CH:4][C:5]2[S:9][C:8]([C:12]3[C:13]([NH:26][C@@H:27]4[CH2:32][CH2:31][CH2:30][N:29]([C:33]([O:35][C:36]([CH3:39])([CH3:38])[CH3:37])=[O:34])[CH2:28]4)=[N:14][C:15]([N:20]4[CH2:21][CH2:22][O:23][CH2:24][CH2:25]4)=[N:16][C:17]=3[O:18][CH3:19])=[N:7][C:6]=2[CH:10]=1, predict the reactants needed to synthesize it. The reactants are: [Br:1][C:2]1[CH:3]=[CH:4][C:5]2[S:9][CH:8]=[N:7][C:6]=2[CH:10]=1.I[C:12]1[C:13]([NH:26][C@@H:27]2[CH2:32][CH2:31][CH2:30][N:29]([C:33]([O:35][C:36]([CH3:39])([CH3:38])[CH3:37])=[O:34])[CH2:28]2)=[N:14][C:15]([N:20]2[CH2:25][CH2:24][O:23][CH2:22][CH2:21]2)=[N:16][C:17]=1[O:18][CH3:19].C(=O)([O-])[O-].[Cs+].[Cs+]. (4) Given the product [F:16][CH:17]1[CH:21]([O:22][N+:23]([O-:25])=[O:24])[CH2:20][CH:19]([C:26]([OH:28])=[O:27])[CH2:18]1, predict the reactants needed to synthesize it. The reactants are: CO[C@@H]1[C@@H](O[N+]([O-])=O)C[C@H](C(OC)=O)C1.[F:16][CH:17]1[CH:21]([O:22][N+:23]([O-:25])=[O:24])[CH2:20][CH:19]([C:26]([O:28]C)=[O:27])[CH2:18]1. (5) The reactants are: [CH2:1]([O:8][C:9]1[CH:14]=[CH:13][C:12]([OH:15])=[CH:11][C:10]=1[C@@H:16]([C:26]1[CH:31]=[CH:30][CH:29]=[CH:28][CH:27]=1)[CH2:17][CH2:18][N:19]([CH:23]([CH3:25])[CH3:24])[CH:20]([CH3:22])[CH3:21])[C:2]1[CH:7]=[CH:6][CH:5]=[CH:4][CH:3]=1.[C:32](=[O:35])([O-:34])[O-].[Cs+].[Cs+].[C:38]([O:42][C:43](=[O:53])[NH:44][CH2:45][CH2:46][CH2:47][CH2:48][CH2:49][CH2:50][CH2:51]Br)([CH3:41])([CH3:40])[CH3:39].O. Given the product [NH3:19].[C:2]([O:34][C:32]([N:44]([CH2:45][CH2:46][CH2:47][CH2:48][CH2:49][CH2:50][CH2:51][O:15][C:12]1[CH:13]=[CH:14][C:9]([O:8][CH2:1][C:2]2[CH:3]=[CH:4][CH:5]=[CH:6][CH:7]=2)=[C:10]([C@@H:16]([C:26]2[CH:27]=[CH:28][CH:29]=[CH:30][CH:31]=2)[CH2:17][CH2:18][N:19]([CH:20]([CH3:22])[CH3:21])[CH:23]([CH3:24])[CH3:25])[CH:11]=1)[C:43]([O:42][C:38]([CH3:41])([CH3:40])[CH3:39])=[O:53])=[O:35])([CH3:7])([CH3:3])[CH3:1], predict the reactants needed to synthesize it. (6) The reactants are: [CH2:1]([O:8][C:9]1[C:14]([N:15]([CH3:17])[CH3:16])=[CH:13][CH:12]=[CH:11][C:10]=1[CH2:18][OH:19])[C:2]1[CH:7]=[CH:6][CH:5]=[CH:4][CH:3]=1.CS(C)=O.I(C1C=CC=CC=1C(O)=O)(=O)=O. Given the product [CH2:1]([O:8][C:9]1[C:14]([N:15]([CH3:17])[CH3:16])=[CH:13][CH:12]=[CH:11][C:10]=1[CH:18]=[O:19])[C:2]1[CH:3]=[CH:4][CH:5]=[CH:6][CH:7]=1, predict the reactants needed to synthesize it. (7) Given the product [Cl:9][C:4]1[CH:5]=[C:6]([Cl:8])[CH:7]=[C:2](/[CH:17]=[CH:16]/[C:10]2[CH:15]=[CH:14][CH:13]=[CH:12][CH:11]=2)[N:3]=1, predict the reactants needed to synthesize it. The reactants are: Cl[C:2]1[CH:7]=[C:6]([Cl:8])[CH:5]=[C:4]([Cl:9])[N:3]=1.[C:10]1(/[CH:16]=[CH:17]/B(O)O)[CH:15]=[CH:14][CH:13]=[CH:12][CH:11]=1.[O-]P([O-])([O-])=O.[K+].[K+].[K+].O.